This data is from Experimentally validated miRNA-target interactions with 360,000+ pairs, plus equal number of negative samples. The task is: Binary Classification. Given a miRNA mature sequence and a target amino acid sequence, predict their likelihood of interaction. (1) The miRNA is hsa-miR-325 with sequence CCUAGUAGGUGUCCAGUAAGUGU. The protein sequence of the target gene is MSTPAVPQDLQLPPSQRAQSAFKEQRRQKLKEHLLRRKTLFAYKQENEMLSSSRDQRVVTSEDQVQEGTKVLKLKTKMADKENMKRPAESKNNTVVGKHCIPLKPSNELTNSTVVIDTHKPKDSNQTPHLLLTEDDPQSQHMTLSQAFHLKNNSKKKQMTTEKQKQDANMPKKPVLGSYRGQIVQSKINSFRKPLQVKDESSAATKKLSATIPKATKPQPVNTSSVTVKSNRSSNMTATTKFVSTTSQNTQLVRPPIRSHHSNTRDTVKQGISRTSANVTIRKGPHEKELLQSKTALSSV.... Result: 0 (no interaction). (2) The miRNA is mmu-miR-764-5p with sequence GGUGCUCACAUGUCCUCCU. The protein sequence of the target gene is MAQILPIRFQEHLQLQNLGINPANIGFSTLTMESDKFICIREKVGEQAQVVIIDMNDPSNPIRRPISADSAIMNPASKVIALKAGKTLQIFNIEMKSKMKAHTMTDDVTFWKWISLNTVALVTDNAVYHWSMEGESQPVKMFDRHSSLAGCQIINYRTDAKQKWLLLTGISAQQNRVVGAMQLYSVDRKVSQPIEGHAASFAQFKMEGNAEESTLFCFAVRGQAGGKLHIIEVGTPPTGNQPFPKKAVDVFFPPEAQNDFPVAMQISEKHDVVFLITKYGYIHLYDLETGTCIYMNRISG.... Result: 0 (no interaction).